This data is from Reaction yield outcomes from USPTO patents with 853,638 reactions. The task is: Predict the reaction yield, written as a fraction of the theoretical maximum amount of product (1.0 means a 100% yield; for example, 0.34 means a 34% yield). (1) The reactants are CO[C:3](=[O:24])[C:4]1[CH:9]=[CH:8][C:7]([O:10][CH2:11][C:12]2[C:13]([C:17]3[CH:22]=[CH:21][C:20]([F:23])=[CH:19][CH:18]=3)=[N:14][O:15][CH:16]=2)=[N:6][CH:5]=1.[NH2:25][CH2:26][CH:27]([OH:32])[C:28]([F:31])([F:30])[F:29]. No catalyst specified. The product is [F:23][C:20]1[CH:19]=[CH:18][C:17]([C:13]2[C:12]([CH2:11][O:10][C:7]3[CH:8]=[CH:9][C:4]([C:3]([NH:25][CH2:26][CH:27]([OH:32])[C:28]([F:31])([F:30])[F:29])=[O:24])=[CH:5][N:6]=3)=[CH:16][O:15][N:14]=2)=[CH:22][CH:21]=1. The yield is 0.150. (2) The reactants are [OH:1][C@H:2]1[CH2:5][C@@H:4]([NH:6][C:7]2[C:12]([C:13]#[N:14])=[CH:11][N:10]=[C:9](S(C)(=O)=O)[N:8]=2)[C:3]1([CH3:20])[CH3:19].[NH2:21][CH2:22][CH2:23][C:24]1[CH:31]=[CH:30][C:27]([C:28]#[N:29])=[C:26]([O:32][C:33]([F:36])([F:35])[F:34])[CH:25]=1.CCN(C(C)C)C(C)C. The catalyst is C1COCC1. The product is [C:28]([C:27]1[CH:30]=[CH:31][C:24]([CH2:23][CH2:22][NH:21][C:9]2[N:8]=[C:7]([NH:6][C@@H:4]3[CH2:5][C@H:2]([OH:1])[C:3]3([CH3:20])[CH3:19])[C:12]([C:13]#[N:14])=[CH:11][N:10]=2)=[CH:25][C:26]=1[O:32][C:33]([F:34])([F:35])[F:36])#[N:29]. The yield is 0.400. (3) The reactants are [C:1]([C:3]([C:6]1[CH:7]=[CH:8][C:9]([NH:12][C:13]2[CH:14]=[C:15]([CH:20]=[CH:21][N:22]=2)[C:16]([O:18]C)=[O:17])=[N:10][CH:11]=1)([CH3:5])[CH3:4])#[N:2].[Li+].[OH-]. The catalyst is C1COCC1.CO. The product is [C:1]([C:3]([C:6]1[CH:7]=[CH:8][C:9]([NH:12][C:13]2[CH:14]=[C:15]([CH:20]=[CH:21][N:22]=2)[C:16]([OH:18])=[O:17])=[N:10][CH:11]=1)([CH3:5])[CH3:4])#[N:2]. The yield is 0.525. (4) The reactants are [C:1]([O:5][C:6]([N:8](C1C=CN=CC=1)[C@H:9]([C:11]([OH:13])=[O:12])[CH3:10])=[O:7])([CH3:4])([CH3:3])[CH3:2].CO.[CH:22]1(N=C=NC2CCCCC2)CCCCC1.[N:37]1[CH:42]=[CH:41][CH:40]=[CH:39][CH:38]=1. The catalyst is C(OCC)(=O)C. The product is [CH3:4][C:1]([CH3:2])([O:5][C:6]([NH:8][C@@H:9]([CH2:10][C:40]1[CH:41]=[CH:42][N:37]=[CH:38][CH:39]=1)[C:11]([O:13][CH3:22])=[O:12])=[O:7])[CH3:3]. The yield is 0.560. (5) The reactants are Br[C:2]1[CH:7]=[CH:6][C:5]([N:8]2[CH:12]=[N:11][NH:10][C:9]2=[O:13])=[CH:4][CH:3]=1.B1(B2OC(C)(C)C(C)(C)O2)OC(C)(C)C(C)(C)O1.CC(C1C=C(C(C)C)C(C2C=CC=CC=2P(C2CCCCC2)C2CCCCC2)=C(C(C)C)C=1)C.C([O-])(=O)C.[K+].[F:71][C:72]([F:96])([F:95])[C:73]1[CH:74]=[C:75]([NH:83][C:84]2[C:93]3[C:88](=[CH:89][CH:90]=[CH:91][CH:92]=3)[C:87](Cl)=[N:86][N:85]=2)[CH:76]=[C:77]([C:79]([F:82])([F:81])[F:80])[CH:78]=1.[O-]P([O-])([O-])=O.[K+].[K+].[K+]. The catalyst is O1CCOCC1.C1C=CC(/C=C/C(/C=C/C2C=CC=CC=2)=O)=CC=1.C1C=CC(/C=C/C(/C=C/C2C=CC=CC=2)=O)=CC=1.C1C=CC(/C=C/C(/C=C/C2C=CC=CC=2)=O)=CC=1.[Pd].[Pd].O. The product is [F:82][C:79]([F:80])([F:81])[C:77]1[CH:76]=[C:75]([NH:83][C:84]2[C:93]3[C:88](=[CH:89][CH:90]=[CH:91][CH:92]=3)[C:87]([C:2]3[CH:7]=[CH:6][C:5]([N:8]4[CH:12]=[N:11][NH:10][C:9]4=[O:13])=[CH:4][CH:3]=3)=[N:86][N:85]=2)[CH:74]=[C:73]([C:72]([F:71])([F:95])[F:96])[CH:78]=1. The yield is 0.170.